This data is from Reaction yield outcomes from USPTO patents with 853,638 reactions. The task is: Predict the reaction yield, written as a fraction of the theoretical maximum amount of product (1.0 means a 100% yield; for example, 0.34 means a 34% yield). (1) The reactants are Cl.[F:2][C:3]1[CH:8]=[CH:7][C:6]([C:9]2[N:10]=[C:11]([N:14]3[CH2:19][CH2:18][NH:17][CH2:16][CH2:15]3)[S:12][CH:13]=2)=[CH:5][CH:4]=1.[OH-].[Na+]. The catalyst is O. The product is [F:2][C:3]1[CH:8]=[CH:7][C:6]([C:9]2[N:10]=[C:11]([N:14]3[CH2:15][CH2:16][NH:17][CH2:18][CH2:19]3)[S:12][CH:13]=2)=[CH:5][CH:4]=1. The yield is 0.672. (2) The reactants are C[O:2][C:3](=[O:24])[CH:4]=[CH:5][C:6]1[CH:11]=[CH:10][CH:9]=[C:8]([S:12](=[O:23])(=[O:22])[NH:13][CH2:14][CH2:15][C:16]2[CH:21]=[CH:20][CH:19]=[CH:18][CH:17]=2)[CH:7]=1.CO. No catalyst specified. The product is [CH2:14]([NH:13][S:12]([C:8]1[CH:7]=[C:6]([CH:5]=[CH:4][C:3]([OH:24])=[O:2])[CH:11]=[CH:10][CH:9]=1)(=[O:23])=[O:22])[CH2:15][C:16]1[CH:21]=[CH:20][CH:19]=[CH:18][CH:17]=1. The yield is 0.770. (3) The reactants are [B:1]([C:4]1[CH:5]=[C:6]([CH2:10][C:11]([OH:13])=O)[CH:7]=[CH:8][CH:9]=1)([OH:3])[OH:2].C(N(CC)CC)C.[CH2:21]([NH2:27])[CH2:22][CH2:23][CH2:24][CH2:25][CH3:26]. The catalyst is CN(C)C=O.ClCCl. The product is [CH2:21]([NH:27][C:11](=[O:13])[CH2:10][C:6]1[CH:5]=[C:4]([B:1]([OH:2])[OH:3])[CH:9]=[CH:8][CH:7]=1)[CH2:22][CH2:23][CH2:24][CH2:25][CH3:26]. The yield is 0.300. (4) The reactants are [Cl:1][C:2]1[CH:7]=[CH:6][C:5]([CH:8]=[CH:9][S:10](Cl)(=[O:12])=[O:11])=[C:4]([O:14][CH3:15])[CH:3]=1.[NH2:16][C:17]1[CH:22]=[CH:21][C:20]([CH3:23])=[CH:19][C:18]=1[S:24]([NH2:27])(=[O:26])=[O:25]. The catalyst is N1C=CC=CC=1. The product is [Cl:1][C:2]1[CH:7]=[CH:6][C:5]([CH:8]=[CH:9][S:10]([NH:16][C:17]2[CH:22]=[CH:21][C:20]([CH3:23])=[CH:19][C:18]=2[S:24]([NH2:27])(=[O:25])=[O:26])(=[O:12])=[O:11])=[C:4]([O:14][CH3:15])[CH:3]=1. The yield is 0.540. (5) The reactants are Cl[C:2]1[CH:7]=[C:6]([C:8]2[CH:13]=[CH:12][CH:11]=[C:10]([O:14][CH3:15])[CH:9]=2)[N:5]=[C:4]([O:16][CH3:17])[N:3]=1.Cl.[N+:19]([C:22]1[CH:27]=[CH:26][C:25]([CH2:28][CH2:29][NH2:30])=[CH:24][CH:23]=1)([O-:21])=[O:20].C(N(C(C)C)CC)(C)C. The catalyst is CCO. The product is [CH3:17][O:16][C:4]1[N:3]=[C:2]([NH:30][CH2:29][CH2:28][C:25]2[CH:24]=[CH:23][C:22]([N+:19]([O-:21])=[O:20])=[CH:27][CH:26]=2)[CH:7]=[C:6]([C:8]2[CH:13]=[CH:12][CH:11]=[C:10]([O:14][CH3:15])[CH:9]=2)[N:5]=1. The yield is 0.510. (6) The reactants are O.O.[K].[CH3:4][C:5]1[CH:6]=[C:7]([NH:11][C:12]2[CH:17]=[CH:16][N:15]=[CH:14][C:13]=2[S:18]([NH2:21])(=[O:20])=[O:19])[CH:8]=[CH:9][CH:10]=1.[CH:22]([N:25]=[C:26]=[O:27])([CH3:24])[CH3:23]. The catalyst is C(O)(=O)C. The product is [CH3:4][C:5]1[CH:6]=[C:7]([NH:11][C:12]2[CH:17]=[CH:16][N:15]=[CH:14][C:13]=2[S:18]([NH:21][C:26]([NH:25][CH:22]([CH3:24])[CH3:23])=[O:27])(=[O:20])=[O:19])[CH:8]=[CH:9][CH:10]=1. The yield is 0.902. (7) The reactants are [CH2:1]([O:3][C:4](=[O:18])[C:5]1[CH:10]=[C:9]([CH3:11])[C:8]([N+:12]([O-:14])=[O:13])=[CH:7][C:6]=1[N+:15]([O-:17])=[O:16])[CH3:2].CO[CH:21]([N:24]([CH3:26])[CH3:25])OC. The catalyst is CN(C=O)C. The product is [CH2:1]([O:3][C:4](=[O:18])[C:5]1[CH:10]=[C:9]([CH:11]=[CH:21][N:24]([CH3:26])[CH3:25])[C:8]([N+:12]([O-:14])=[O:13])=[CH:7][C:6]=1[N+:15]([O-:17])=[O:16])[CH3:2]. The yield is 0.280. (8) The reactants are [C:1]([NH:6][C:7]1[CH:8]=[C:9]([C:13]2[N:22]=[C:21]([NH:23][C:24]3[CH:25]=[C:26]4[C:30](=[CH:31][CH:32]=3)[N:29](C(OC(C)(C)C)=O)[N:28]=[CH:27]4)[C:20]3[C:15](=[CH:16][C:17]([O:44][CH3:45])=[C:18]([O:40][CH2:41][CH2:42][Cl:43])[CH:19]=3)[N:14]=2)[CH:10]=[CH:11][CH:12]=1)(=[O:5])[CH2:2][CH2:3][CH3:4].[CH3:46][N:47]1[CH2:52][CH2:51][NH:50][CH2:49][CH2:48]1. The catalyst is CS(C)=O. The product is [ClH:43].[ClH:43].[NH:29]1[C:30]2[C:26](=[CH:25][C:24]([NH:23][C:21]3[C:20]4[C:15](=[CH:16][C:17]([O:44][CH3:45])=[C:18]([O:40][CH2:41][CH2:42][N:50]5[CH2:51][CH2:52][N:47]([CH3:46])[CH2:48][CH2:49]5)[CH:19]=4)[N:14]=[C:13]([C:9]4[CH:8]=[C:7]([NH:6][C:1](=[O:5])[CH2:2][CH2:3][CH3:4])[CH:12]=[CH:11][CH:10]=4)[N:22]=3)=[CH:32][CH:31]=2)[CH:27]=[N:28]1. The yield is 0.430. (9) The reactants are [Cl-].O[NH3+:3].[C:4](=[O:7])([O-])[OH:5].[Na+].CS(C)=O.[F:13][C:14]1[CH:15]=[C:16]([N:21]2[C:26](=[O:27])[C:25]([CH2:28][C:29]3[CH:34]=[CH:33][C:32]([C:35]4[C:36]([C:41]#[N:42])=[CH:37][CH:38]=[CH:39][CH:40]=4)=[CH:31][CH:30]=3)=[C:24]([CH2:43][CH2:44][CH3:45])[N:23]=[C:22]2[CH3:46])[CH:17]=[CH:18][C:19]=1[OH:20]. The catalyst is O.C(OCC)(=O)C. The product is [F:13][C:14]1[CH:15]=[C:16]([N:21]2[C:26](=[O:27])[C:25]([CH2:28][C:29]3[CH:34]=[CH:33][C:32]([C:35]4[CH:40]=[CH:39][CH:38]=[CH:37][C:36]=4[C:41]4[NH:3][C:4](=[O:7])[O:5][N:42]=4)=[CH:31][CH:30]=3)=[C:24]([CH2:43][CH2:44][CH3:45])[N:23]=[C:22]2[CH3:46])[CH:17]=[CH:18][C:19]=1[OH:20]. The yield is 0.640. (10) The reactants are P(Cl)(Cl)(Cl)(Cl)[Cl:2].[CH2:7]([O:14][C:15]1[CH:33]=[CH:32][C:18]([C:19]([NH:21][CH2:22][CH2:23][C:24]2[CH:29]=[CH:28][CH:27]=[C:26]([O:30][CH3:31])[CH:25]=2)=O)=[CH:17][CH:16]=1)[C:8]1[CH:13]=[CH:12][CH:11]=[CH:10][CH:9]=1.CCCCCC. The catalyst is ClCCCl. The product is [ClH:2].[CH2:7]([O:14][C:15]1[CH:33]=[CH:32][C:18]([C:19]2[C:29]3[C:24](=[CH:25][C:26]([O:30][CH3:31])=[CH:27][CH:28]=3)[CH2:23][CH2:22][N:21]=2)=[CH:17][CH:16]=1)[C:8]1[CH:13]=[CH:12][CH:11]=[CH:10][CH:9]=1. The yield is 0.870.